This data is from Forward reaction prediction with 1.9M reactions from USPTO patents (1976-2016). The task is: Predict the product of the given reaction. (1) The product is: [NH2:1][C:2]1[CH:3]=[C:4]([C:17]2[C:18]([C:24]([OH:26])=[O:25])=[CH:19][C:20]([Cl:23])=[CH:21][CH:22]=2)[CH:5]=[CH:6][C:7]=1[N:8]([CH2:9][CH:10]([CH3:11])[CH3:12])[CH2:13][CH:14]([CH3:16])[CH3:15]. Given the reactants [NH2:1][C:2]1[CH:3]=[C:4]([C:17]2[C:18]([C:24]([O:26]C)=[O:25])=[CH:19][C:20]([Cl:23])=[CH:21][CH:22]=2)[CH:5]=[CH:6][C:7]=1[N:8]([CH2:13][CH:14]([CH3:16])[CH3:15])[CH2:9][CH:10]([CH3:12])[CH3:11].[Li+].[OH-].Cl, predict the reaction product. (2) The product is: [Br:8][C:5]1[CH:6]=[CH:7][C:2]([NH2:1])=[C:3]([CH:9]([NH:18][CH3:17])[C:11]2[CH:16]=[CH:15][CH:14]=[CH:13][N:12]=2)[CH:4]=1. Given the reactants [NH2:1][C:2]1[CH:7]=[CH:6][C:5]([Br:8])=[CH:4][C:3]=1[C:9]([C:11]1[CH:16]=[CH:15][CH:14]=[CH:13][N:12]=1)=O.[CH3:17][NH2:18].[BH4-].[Na+].O, predict the reaction product. (3) Given the reactants [CH3:1][C:2]1[CH:7]=[C:6]([C:8]2[C:16]3[C:11](=[CH:12][CH:13]=[C:14]([C:17](O)=[O:18])[CH:15]=3)[N:10]([C:20]([C:33]3[CH:38]=[CH:37][CH:36]=[CH:35][CH:34]=3)([C:27]3[CH:32]=[CH:31][CH:30]=[CH:29][CH:28]=3)[C:21]3[CH:26]=[CH:25][CH:24]=[CH:23][CH:22]=3)[N:9]=2)[CH:5]=[CH:4][N:3]=1.Cl.[CH2:40]([NH:47][C:48]1([CH2:55][C:56]2[CH:61]=[CH:60][CH:59]=[CH:58][C:57]=2[F:62])[CH2:53][CH2:52][CH2:51][CH:50]([NH2:54])[CH2:49]1)[C:41]1[CH:46]=[CH:45][CH:44]=[CH:43][CH:42]=1.CN(C(ON1N=NC2C=CC=NC1=2)=[N+](C)C)C.F[P-](F)(F)(F)(F)F.CCN(C(C)C)C(C)C, predict the reaction product. The product is: [CH2:40]([NH:47][C:48]1([CH2:55][C:56]2[CH:61]=[CH:60][CH:59]=[CH:58][C:57]=2[F:62])[CH2:53][CH2:52][CH2:51][CH:50]([NH:54][C:17]([C:14]2[CH:15]=[C:16]3[C:11](=[CH:12][CH:13]=2)[N:10]([C:20]([C:21]2[CH:22]=[CH:23][CH:24]=[CH:25][CH:26]=2)([C:27]2[CH:32]=[CH:31][CH:30]=[CH:29][CH:28]=2)[C:33]2[CH:34]=[CH:35][CH:36]=[CH:37][CH:38]=2)[N:9]=[C:8]3[C:6]2[CH:5]=[CH:4][N:3]=[C:2]([CH3:1])[CH:7]=2)=[O:18])[CH2:49]1)[C:41]1[CH:42]=[CH:43][CH:44]=[CH:45][CH:46]=1. (4) Given the reactants [CH2:1]([C:3]1[N:7]([C:8]2[N:16]=[C:15]3[C:11]([N:12]=[C:13]([CH:18]=O)[N:14]3[CH3:17])=[C:10]([N:20]3[CH2:25][CH2:24][O:23][CH2:22][CH2:21]3)[N:9]=2)[C:6]2[CH:26]=[CH:27][CH:28]=[CH:29][C:5]=2[N:4]=1)[CH3:2].[N:30]1([C:34]([C@H:36]2[CH2:40][CH2:39][NH:38][CH2:37]2)=[O:35])[CH2:33][CH2:32][CH2:31]1.C(O[BH-](OC(=O)C)OC(=O)C)(=O)C.[Na+], predict the reaction product. The product is: [N:30]1([C:34]([C@H:36]2[CH2:40][CH2:39][N:38]([CH2:18][C:13]3[N:14]([CH3:17])[C:15]4[C:11]([N:12]=3)=[C:10]([N:20]3[CH2:21][CH2:22][O:23][CH2:24][CH2:25]3)[N:9]=[C:8]([N:7]3[C:6]5[CH:26]=[CH:27][CH:28]=[CH:29][C:5]=5[N:4]=[C:3]3[CH2:1][CH3:2])[N:16]=4)[CH2:37]2)=[O:35])[CH2:31][CH2:32][CH2:33]1.